This data is from Reaction yield outcomes from USPTO patents with 853,638 reactions. The task is: Predict the reaction yield, written as a fraction of the theoretical maximum amount of product (1.0 means a 100% yield; for example, 0.34 means a 34% yield). The reactants are [CH3:1][NH:2][C@H:3]([C:15]([NH:17][C@H:18]([C:23]([N:25]([C@@H:27]([CH:36]([CH3:38])[CH3:37])/[CH:28]=[C:29](\[CH3:35])/[C:30]([O:32]CC)=[O:31])[CH3:26])=[O:24])[C:19]([CH3:22])([CH3:21])[CH3:20])=[O:16])[C:4]([CH3:14])([CH3:13])[C:5]1[CH:10]=[C:9]([CH3:11])[CH:8]=[C:7]([CH3:12])[CH:6]=1.[OH-].[Li+]. The catalyst is O.CO. The product is [CH3:1][NH:2][C@H:3]([C:15]([NH:17][C@H:18]([C:23]([N:25]([C@@H:27]([CH:36]([CH3:38])[CH3:37])/[CH:28]=[C:29](/[C:30]([OH:32])=[O:31])\[CH3:35])[CH3:26])=[O:24])[C:19]([CH3:21])([CH3:22])[CH3:20])=[O:16])[C:4]([CH3:14])([CH3:13])[C:5]1[CH:6]=[C:7]([CH3:12])[CH:8]=[C:9]([CH3:11])[CH:10]=1. The yield is 0.595.